From a dataset of Forward reaction prediction with 1.9M reactions from USPTO patents (1976-2016). Predict the product of the given reaction. (1) Given the reactants [Cl:1][C:2]1[CH:7]=[CH:6][C:5]([N:8]2[CH2:13][CH2:12][N:11]([S:14]([CH2:17][CH:18](O)[CH2:19][CH2:20][C:21]3[CH:22]=[N:23][CH:24]=[C:25]([Cl:27])[CH:26]=3)(=[O:16])=[O:15])[CH2:10][CH2:9]2)=[CH:4][CH:3]=1.Cl.CN(C)C.C(N(CC)CC)C.CS(Cl)(=O)=O, predict the reaction product. The product is: [Cl:1][C:2]1[CH:7]=[CH:6][C:5]([N:8]2[CH2:9][CH2:10][N:11]([S:14](/[CH:17]=[CH:18]/[CH2:19][CH2:20][C:21]3[CH:22]=[N:23][CH:24]=[C:25]([Cl:27])[CH:26]=3)(=[O:15])=[O:16])[CH2:12][CH2:13]2)=[CH:4][CH:3]=1. (2) Given the reactants [CH3:1][N:2]([CH3:23])[CH2:3][CH2:4][N:5]1[CH2:10][CH2:9][S:8][C:7]2[CH:11]=[CH:12][C:13]([NH:15][C:16]([C:18]3[S:19][CH:20]=[CH:21][CH:22]=3)=[NH:17])=[CH:14][C:6]1=2.[ClH:24], predict the reaction product. The product is: [ClH:24].[ClH:24].[CH3:1][N:2]([CH3:23])[CH2:3][CH2:4][N:5]1[CH2:10][CH2:9][S:8][C:7]2[CH:11]=[CH:12][C:13]([NH:15][C:16]([C:18]3[S:19][CH:20]=[CH:21][CH:22]=3)=[NH:17])=[CH:14][C:6]1=2. (3) Given the reactants Cl[CH2:2][CH2:3][C:4]1[CH:9]=[CH:8][C:7]([F:10])=[CH:6][CH:5]=1.[I-:11].[Na+], predict the reaction product. The product is: [I:11][CH2:2][CH2:3][C:4]1[CH:9]=[CH:8][C:7]([F:10])=[CH:6][CH:5]=1. (4) Given the reactants CN1CCOCC1.[Cl:8][C:9]1[CH:17]=[C:16]([Cl:18])[CH:15]=[CH:14][C:10]=1[C:11](Cl)=[O:12].[NH2:19][C:20]1[CH:21]=[C:22]2[C:27](=[CH:28][CH:29]=1)[C:26](=[O:30])[N:25]([CH2:31][C:32]1[CH:37]=[CH:36][CH:35]=[CH:34][CH:33]=1)[CH2:24][CH2:23]2, predict the reaction product. The product is: [CH2:31]([N:25]1[CH2:24][CH2:23][C:22]2[C:27](=[CH:28][CH:29]=[C:20]([NH:19][C:11](=[O:12])[C:10]3[CH:14]=[CH:15][C:16]([Cl:18])=[CH:17][C:9]=3[Cl:8])[CH:21]=2)[C:26]1=[O:30])[C:32]1[CH:33]=[CH:34][CH:35]=[CH:36][CH:37]=1. (5) Given the reactants [CH3:1][O:2][C:3]1[CH:4]=[C:5]([C:11]2[C:20](=[O:21])[C:19]3[C:14](=[CH:15][C:16]([O:22][CH2:23][CH:24]4[CH2:26][O:25]4)=[CH:17][CH:18]=3)[O:13][CH:12]=2)[CH:6]=[CH:7][C:8]=1[O:9][CH3:10].[CH:27]1([NH2:33])[CH2:32][CH2:31][CH2:30][CH2:29][CH2:28]1, predict the reaction product. The product is: [CH:27]1([NH:33][CH2:26][CH:24]([OH:25])[CH2:23][O:22][C:16]2[CH:15]=[C:14]3[C:19]([C:20](=[O:21])[C:11]([C:5]4[CH:6]=[CH:7][C:8]([O:9][CH3:10])=[C:3]([O:2][CH3:1])[CH:4]=4)=[CH:12][O:13]3)=[CH:18][CH:17]=2)[CH2:32][CH2:31][CH2:30][CH2:29][CH2:28]1. (6) Given the reactants [Cl:1][C:2]1[CH:7]=[C:6]([Cl:8])[CH:5]=[CH:4][C:3]=1[C:9]1[CH:10]=[CH:11][C:12]([NH2:15])=[N:13][CH:14]=1.[N:16]1([S:22](Cl)(=[O:24])=[O:23])[CH2:21][CH2:20][CH2:19][CH2:18][CH2:17]1, predict the reaction product. The product is: [Cl:1][C:2]1[CH:7]=[C:6]([Cl:8])[CH:5]=[CH:4][C:3]=1[C:9]1[CH:10]=[CH:11][C:12]([NH:15][S:22]([N:16]2[CH2:21][CH2:20][CH2:19][CH2:18][CH2:17]2)(=[O:24])=[O:23])=[N:13][CH:14]=1. (7) Given the reactants [OH:1][C:2]1[CH:7]=[CH:6][N:5]=[C:4]([NH:8][C:9](=[O:13])[CH2:10][O:11][CH3:12])[CH:3]=1.C1CCN2C(=NCCC2)CC1.F[C:26]1[CH:31]=[CH:30][C:29]([N+:32]([O-:34])=[O:33])=[C:28]([C:35]([F:38])([F:37])[F:36])[CH:27]=1, predict the reaction product. The product is: [CH3:12][O:11][CH2:10][C:9]([NH:8][C:4]1[CH:3]=[C:2]([O:1][C:26]2[CH:31]=[CH:30][C:29]([N+:32]([O-:34])=[O:33])=[C:28]([C:35]([F:36])([F:38])[F:37])[CH:27]=2)[CH:7]=[CH:6][N:5]=1)=[O:13].